From a dataset of Full USPTO retrosynthesis dataset with 1.9M reactions from patents (1976-2016). Predict the reactants needed to synthesize the given product. (1) Given the product [C:21]([C:2]1[CH:3]=[C:4]2[C:9](=[CH:10][CH:11]=1)[O:8][C:7]([CH3:13])([CH3:12])[CH2:6][C:5]2([CH3:15])[CH3:14])(=[O:23])[CH3:22], predict the reactants needed to synthesize it. The reactants are: Br[C:2]1[CH:3]=[C:4]2[C:9](=[CH:10][CH:11]=1)[O:8][C:7]([CH3:13])([CH3:12])[CH2:6][C:5]2([CH3:15])[CH3:14].C([Sn](CCCC)(CCCC)[C:21]([O:23]CC)=[CH2:22])CCC.Cl. (2) Given the product [N:1]12[CH2:9][CH:5]([CH2:6][CH2:7][CH2:8]1)[CH:4]([O:10][C:11](=[O:13])[CH3:12])[CH2:3][CH2:2]2, predict the reactants needed to synthesize it. The reactants are: [N:1]12[CH2:9][CH:5]([CH2:6][CH2:7][CH2:8]1)[CH:4]([OH:10])[CH2:3][CH2:2]2.[C:11](OC(=O)C)(=[O:13])[CH3:12].